From a dataset of Reaction yield outcomes from USPTO patents with 853,638 reactions. Predict the reaction yield, written as a fraction of the theoretical maximum amount of product (1.0 means a 100% yield; for example, 0.34 means a 34% yield). (1) The reactants are [Cl:1][C:2]1[C:3]([CH:9]=O)=[N:4][CH:5]=[C:6]([Cl:8])[N:7]=1.[CH2:11]([NH:18][CH2:19][C@@H:20]([OH:22])[CH3:21])[C:12]1[CH:17]=[CH:16][CH:15]=[CH:14][CH:13]=1.C(O[BH-](OC(=O)C)OC(=O)C)(=O)C.[Na+].C(=O)([O-])O.[Na+]. The catalyst is C1COCC1.C(OCC)(=O)C.C(O)(=O)C. The product is [CH2:11]([N:18]([CH2:9][C:3]1[C:2]([Cl:1])=[N:7][C:6]([Cl:8])=[CH:5][N:4]=1)[CH2:19][C@@H:20]([OH:22])[CH3:21])[C:12]1[CH:17]=[CH:16][CH:15]=[CH:14][CH:13]=1. The yield is 0.630. (2) The reactants are Br[C:2]1[C:3]([F:19])=[CH:4][C:5]2[O:11][CH2:10][CH2:9][N:8]3[CH:12]=[C:13]([C:15]([NH2:17])=[O:16])[N:14]=[C:7]3[C:6]=2[CH:18]=1.[C:20]([C:22]1([OH:30])[CH2:27][CH2:26][CH2:25][N:24]([CH3:28])[C:23]1=[O:29])#[CH:21]. No catalyst specified. The product is [F:19][C:3]1[C:2]([C:21]#[C:20][C:22]2([OH:30])[CH2:27][CH2:26][CH2:25][N:24]([CH3:28])[C:23]2=[O:29])=[CH:18][C:6]2[C:7]3[N:8]([CH:12]=[C:13]([C:15]([NH2:17])=[O:16])[N:14]=3)[CH2:9][CH2:10][O:11][C:5]=2[CH:4]=1. The yield is 0.160.